From a dataset of Reaction yield outcomes from USPTO patents with 853,638 reactions. Predict the reaction yield, written as a fraction of the theoretical maximum amount of product (1.0 means a 100% yield; for example, 0.34 means a 34% yield). (1) The reactants are CCCCCC.[H-].[Na+].[CH2:9]([C:13]1[NH:14][CH:15]=[CH:16][N:17]=1)[CH2:10][CH2:11][CH3:12].[CH3:18][Si:19]([CH3:26])([CH3:25])[CH2:20][CH2:21]OCCl.CN(C)[CH:29]=[O:30]. No catalyst specified. The product is [CH2:9]([C:13]1[NH:14][CH:15]=[C:16]([CH2:29][O:30][CH:20]([Si:19]([CH3:18])([CH3:25])[CH3:26])[CH3:21])[N:17]=1)[CH2:10][CH2:11][CH3:12]. The yield is 0.960. (2) The reactants are [F:1][C:2]([F:20])([F:19])[C:3](=O)[CH2:4][C:5]([C:7]1[CH:17]=[CH:16][C:10]2[O:11][CH2:12][C:13](=[O:15])[NH:14][C:9]=2[CH:8]=1)=O.Cl.[CH3:22][C:23]1[CH:28]=[C:27]([CH3:29])[CH:26]=[CH:25][C:24]=1[NH:30][NH2:31]. No catalyst specified. The product is [CH3:22][C:23]1[CH:28]=[C:27]([CH3:29])[CH:26]=[CH:25][C:24]=1[N:30]1[C:5]([C:7]2[CH:17]=[CH:16][C:10]3[O:11][CH2:12][C:13](=[O:15])[NH:14][C:9]=3[CH:8]=2)=[CH:4][C:3]([C:2]([F:20])([F:19])[F:1])=[N:31]1. The yield is 0.360. (3) The reactants are [Cl:1][C:2]1[C:3]([CH2:18]C)=[C:4]([NH:10][C@H:11]([C@@H:15]([OH:17])[CH3:16])[C:12]([OH:14])=O)[CH:5]=[CH:6][C:7]=1[C:8]#[N:9].[Cl:20][C:21]1[CH:22]=[C:23]([CH:28]=[CH:29][CH:30]=1)[C:24]([NH:26][NH2:27])=[O:25].O.ON1C2C=CC=CC=2N=N1.Cl.CN(C)CCCN=C=NCC.C(N(CC)CC)C.C(O)(=O)CC(CC(O)=O)(C(O)=O)O. The catalyst is CCOC(C)=O.O.C1COCC1. The product is [Cl:20][C:21]1[CH:22]=[C:23]([CH:28]=[CH:29][CH:30]=1)[C:24]([NH:26][NH:27][C:12](=[O:14])[C@H:11]([NH:10][C:4]1[CH:5]=[CH:6][C:7]([C:8]#[N:9])=[C:2]([Cl:1])[C:3]=1[CH3:18])[C@@H:15]([OH:17])[CH3:16])=[O:25]. The yield is 0.680.